This data is from Forward reaction prediction with 1.9M reactions from USPTO patents (1976-2016). The task is: Predict the product of the given reaction. Given the reactants FC(F)(F)S(O[C:7]1[C:8]([O:27][CH2:28][C:29]([F:32])([F:31])[F:30])=[CH:9][C:10]2[O:14][C:13]([C:15]3[CH:20]=[CH:19][C:18]([F:21])=[CH:17][CH:16]=3)=[C:12]([C:22](=[O:25])[NH:23][CH3:24])[C:11]=2[CH:26]=1)(=O)=O.[CH3:35][O:36][C:37]1[CH:46]=[CH:45][C:44](B2OC(C)(C)C(C)(C)O2)=[CH:43][C:38]=1[C:39]([O:41][CH3:42])=[O:40].[O-]P([O-])([O-])=O.[K+].[K+].[K+].N#N, predict the reaction product. The product is: [F:21][C:18]1[CH:19]=[CH:20][C:15]([C:13]2[O:14][C:10]3[CH:9]=[C:8]([O:27][CH2:28][C:29]([F:32])([F:31])[F:30])[C:7]([C:44]4[CH:45]=[CH:46][C:37]([O:36][CH3:35])=[C:38]([CH:43]=4)[C:39]([O:41][CH3:42])=[O:40])=[CH:26][C:11]=3[C:12]=2[C:22](=[O:25])[NH:23][CH3:24])=[CH:16][CH:17]=1.